Task: Predict the reaction yield, written as a fraction of the theoretical maximum amount of product (1.0 means a 100% yield; for example, 0.34 means a 34% yield).. Dataset: Reaction yield outcomes from USPTO patents with 853,638 reactions (1) The reactants are [CH3:1][C:2]1[N:6]([CH2:7][CH:8]=[CH:9][CH2:10][CH2:11]OS(C)(=O)=O)[C:5](=[O:17])[O:4][N:3]=1.[I-:18].[Na+]. The catalyst is CC(C)=O. The product is [I:18][CH2:11][CH2:10][CH:9]=[CH:8][CH2:7][N:6]1[C:5](=[O:17])[O:4][N:3]=[C:2]1[CH3:1]. The yield is 0.980. (2) The reactants are [F:1][C:2]1[CH:3]=[C:4]([CH:8]=[CH:9][C:10]=1[F:11])[C:5](Cl)=[O:6].[S-:12][C:13]#[N:14].[K+].[Cl:16][C:17]1[CH:24]=[C:23]([F:25])[CH:22]=[CH:21][C:18]=1[CH2:19][NH2:20]. The catalyst is C(#N)C.O. The product is [Cl:16][C:17]1[CH:24]=[C:23]([F:25])[CH:22]=[CH:21][C:18]=1[CH2:19][NH:20][C:13]([NH:14][C:5](=[O:6])[C:4]1[CH:8]=[CH:9][C:10]([F:11])=[C:2]([F:1])[CH:3]=1)=[S:12]. The yield is 0.770.